Predict the product of the given reaction. From a dataset of Forward reaction prediction with 1.9M reactions from USPTO patents (1976-2016). (1) The product is: [ClH:38].[CH3:28][O:27][C:25]1[CH:26]=[C:21]([C:19]([C:14]2[C:13]3[C:18](=[C:9]([OH:8])[C:10]([O:35][CH2:36][CH3:37])=[CH:11][CH:12]=3)[CH:17]=[N:16][CH:15]=2)=[O:20])[CH:22]=[C:23]([O:33][CH3:34])[C:24]=1[O:29][CH2:30][CH2:31][CH3:32]. Given the reactants C([O:8][C:9]1[C:10]([O:35][CH2:36][CH3:37])=[CH:11][CH:12]=[C:13]2[C:18]=1[CH:17]=[N:16][CH:15]=[C:14]2[C:19]([C:21]1[CH:26]=[C:25]([O:27][CH3:28])[C:24]([O:29][CH2:30][CH2:31][CH3:32])=[C:23]([O:33][CH3:34])[CH:22]=1)=[O:20])C1C=CC=CC=1.[ClH:38].CO, predict the reaction product. (2) Given the reactants C([O:8][C:9]1[CH:14]=[CH:13][C:12]([N:15]2[C:23]3[C:22]4[CH:24]=[C:25]([O:28][CH3:29])[CH:26]=[CH:27][C:21]=4[CH2:20][CH2:19][C:18]=3[C:17]([CH3:30])=[N:16]2)=[CH:11][CH:10]=1)C1C=CC=CC=1, predict the reaction product. The product is: [CH3:29][O:28][C:25]1[CH:26]=[CH:27][C:21]2[CH2:20][CH2:19][C:18]3[C:17]([CH3:30])=[N:16][N:15]([C:12]4[CH:13]=[CH:14][C:9]([OH:8])=[CH:10][CH:11]=4)[C:23]=3[C:22]=2[CH:24]=1. (3) Given the reactants [CH2:1]([O:3][C:4](=[O:18])[CH:5]([O:15][CH2:16][CH3:17])[CH2:6][C:7]1[CH:12]=[CH:11][C:10]([OH:13])=[C:9]([F:14])[CH:8]=1)[CH3:2].[C:19]([C:23]1[CH:28]=[CH:27][C:26]([C:29]2[S:30][CH:31]=[C:32]([CH2:34][CH2:35]O)[N:33]=2)=[CH:25][CH:24]=1)([CH3:22])([CH3:21])[CH3:20].C(C1C=CC(C2SC=C(CCl)N=2)=CC=1)(C)(C)C.C1(P(C2C=CC=CC=2)C2C=CC=CC=2)C=CC=CC=1.N(C(OCC)=O)=NC(OCC)=O, predict the reaction product. The product is: [CH2:1]([O:3][C:4](=[O:18])[CH:5]([O:15][CH2:16][CH3:17])[CH2:6][C:7]1[CH:12]=[CH:11][C:10]([O:13][CH2:35][CH2:34][C:32]2[N:33]=[C:29]([C:26]3[CH:27]=[CH:28][C:23]([C:19]([CH3:20])([CH3:22])[CH3:21])=[CH:24][CH:25]=3)[S:30][CH:31]=2)=[C:9]([F:14])[CH:8]=1)[CH3:2]. (4) Given the reactants C[O:2][C:3](=[O:36])[CH2:4][CH2:5][C:6]1[CH:11]=[CH:10][C:9]([O:12][CH2:13][CH2:14][CH2:15][CH:16]([O:18][C:19]2[CH:24]=[CH:23][C:22]([CH2:25][CH3:26])=[CH:21][C:20]=2[C:27](=[O:34])[C:28]2[CH:33]=[CH:32][CH:31]=[CH:30][CH:29]=2)[CH3:17])=[CH:8][C:7]=1[CH3:35].[OH-].[Na+].Cl, predict the reaction product. The product is: [C:27]([C:20]1[CH:21]=[C:22]([CH2:25][CH3:26])[CH:23]=[CH:24][C:19]=1[O:18][CH:16]([CH3:17])[CH2:15][CH2:14][CH2:13][O:12][C:9]1[CH:10]=[CH:11][C:6]([CH2:5][CH2:4][C:3]([OH:36])=[O:2])=[C:7]([CH3:35])[CH:8]=1)(=[O:34])[C:28]1[CH:29]=[CH:30][CH:31]=[CH:32][CH:33]=1. (5) Given the reactants [CH2:1]([O:8][C:9]([C:11]1([C:42]([OH:44])=O)[CH2:16][CH2:15][N:14]([CH2:17][C:18]2[CH:23]=[CH:22][C:21]([C:24]3[N:28]=[C:27]([C:29]4[CH:34]=[CH:33][C:32]([C:35]5[CH:40]=[CH:39][CH:38]=[CH:37][CH:36]=5)=[C:31]([F:41])[CH:30]=4)[O:26][N:25]=3)=[CH:20][CH:19]=2)[CH2:13][CH2:12]1)=[O:10])[C:2]1[CH:7]=[CH:6][CH:5]=[CH:4][CH:3]=1.C(Cl)(=O)C([Cl:48])=O, predict the reaction product. The product is: [CH2:1]([O:8][C:9]([C:11]1([C:42]([Cl:48])=[O:44])[CH2:16][CH2:15][N:14]([CH2:17][C:18]2[CH:23]=[CH:22][C:21]([C:24]3[N:28]=[C:27]([C:29]4[CH:34]=[CH:33][C:32]([C:35]5[CH:40]=[CH:39][CH:38]=[CH:37][CH:36]=5)=[C:31]([F:41])[CH:30]=4)[O:26][N:25]=3)=[CH:20][CH:19]=2)[CH2:13][CH2:12]1)=[O:10])[C:2]1[CH:7]=[CH:6][CH:5]=[CH:4][CH:3]=1.